Dataset: Full USPTO retrosynthesis dataset with 1.9M reactions from patents (1976-2016). Task: Predict the reactants needed to synthesize the given product. Given the product [C:14]([Si:11]([O:4][CH2:3][C:2]([I:1])=[CH2:5])([CH3:13])[CH3:12])([CH3:17])([CH3:16])[CH3:15], predict the reactants needed to synthesize it. The reactants are: [I:1][C:2](=[CH2:5])[CH2:3][OH:4].N1C=CN=C1.[Si:11](Cl)([C:14]([CH3:17])([CH3:16])[CH3:15])([CH3:13])[CH3:12].